This data is from Forward reaction prediction with 1.9M reactions from USPTO patents (1976-2016). The task is: Predict the product of the given reaction. (1) Given the reactants [CH:1]1([NH:4][C:5](=[O:22])[C:6]2[CH:11]=[CH:10][C:9]([CH3:12])=[C:8]([C:13]3[CH:14]=[C:15]4[C:19](=[CH:20][CH:21]=3)[NH:18][N:17]=[CH:16]4)[CH:7]=2)[CH2:3][CH2:2]1.[H-].[Na+].Cl[CH2:26][C:27]([O:29][CH3:30])=[O:28].N, predict the reaction product. The product is: [CH:1]1([NH:4][C:5]([C:6]2[CH:11]=[CH:10][C:9]([CH3:12])=[C:8]([C:13]3[CH:14]=[C:15]4[C:19](=[CH:20][CH:21]=3)[N:18]([CH2:26][C:27]([O:29][CH3:30])=[O:28])[N:17]=[CH:16]4)[CH:7]=2)=[O:22])[CH2:3][CH2:2]1. (2) Given the reactants [CH2:1]([C:5]12[C:18]3[C:13](=[CH:14][C:15]([O:19]C)=[CH:16][CH:17]=3)[CH2:12][CH2:11][C:10]1=[C:9]([CH3:21])[C:8](=[O:22])[CH2:7][CH2:6]2)[CH2:2][CH2:3][CH3:4].B(Br)(Br)Br, predict the reaction product. The product is: [CH2:1]([C:5]12[C:18]3[C:13](=[CH:14][C:15]([OH:19])=[CH:16][CH:17]=3)[CH2:12][CH2:11][C:10]1=[C:9]([CH3:21])[C:8](=[O:22])[CH2:7][CH2:6]2)[CH2:2][CH2:3][CH3:4]. (3) Given the reactants [N:1]1[CH:6]=[CH:5][CH:4]=[N:3][C:2]=1[C:7]([O-:9])=O.[Na+].Cl.N1C=CN=C1.[C:17]1([SH:23])[CH:22]=[CH:21][CH:20]=[CH:19][CH:18]=1.O, predict the reaction product. The product is: [N:3]1[CH:4]=[CH:5][CH:6]=[N:1][C:2]=1[C:7](=[O:9])[S:23][C:17]1[CH:22]=[CH:21][CH:20]=[CH:19][CH:18]=1. (4) The product is: [Br:1][C:2]1[CH:3]=[CH:4][C:5]2[N:6]([C:8]([C:11]([N:32]3[CH2:33][CH2:34][CH:29]([C:20]4[C:21]([C:25]([F:26])([F:27])[F:28])=[CH:22][CH:23]=[CH:24][C:19]=4[F:18])[CH2:30][CH2:31]3)=[O:13])=[N:9][N:10]=2)[CH:7]=1. Given the reactants [Br:1][C:2]1[CH:3]=[CH:4][C:5]2[N:6]([C:8]([C:11]([O:13]CC)=O)=[N:9][N:10]=2)[CH:7]=1.Cl.Cl.[F:18][C:19]1[CH:24]=[CH:23][CH:22]=[C:21]([C:25]([F:28])([F:27])[F:26])[C:20]=1[CH:29]1[CH2:34][CH2:33][NH:32][CH2:31][CH2:30]1.F[P-](F)(F)(F)(F)F.N1(O[P+](N(C)C)(N(C)C)N(C)C)C2C=CC=CC=2N=N1.C(N(C(C)C)CC)(C)C, predict the reaction product. (5) Given the reactants [NH:1]([C:7]([O:9][C:10]([CH3:13])([CH3:12])[CH3:11])=[O:8])[C@@H:2]([C:4]([OH:6])=O)[CH3:3].C([N:16]([CH2:19]C)[CH2:17][CH3:18])C.ClC(OCC(C)C)=O.[CH2:29]([CH2:36]N)[C:30]1C=CC=[CH:32][CH:31]=1.C(=O)(O)[O-].[Na+], predict the reaction product. The product is: [C:10]([O:9][C:7](=[O:8])[NH:1][C@H:2]([CH3:3])[C:4]([N:16]([CH2:17][C:18]1[CH:32]=[CH:31][CH:30]=[CH:29][CH:36]=1)[CH3:19])=[O:6])([CH3:13])([CH3:12])[CH3:11]. (6) Given the reactants [F:1][C:2]1[CH:22]=[CH:21][CH:20]=[CH:19][C:3]=1[CH2:4][O:5][C:6]1[CH:10]=[C:9]([C:11]2[CH:16]=[CH:15][CH:14]=[CH:13][C:12]=2OC)[NH:8][N:7]=1.[CH3:23]C1C=CC=CC=1C(CC(OCC)=O)=O, predict the reaction product. The product is: [F:1][C:2]1[CH:22]=[CH:21][CH:20]=[CH:19][C:3]=1[CH2:4][O:5][C:6]1[CH:10]=[C:9]([C:11]2[CH:16]=[CH:15][CH:14]=[CH:13][C:12]=2[CH3:23])[NH:8][N:7]=1.